Dataset: Peptide-MHC class I binding affinity with 185,985 pairs from IEDB/IMGT. Task: Regression. Given a peptide amino acid sequence and an MHC pseudo amino acid sequence, predict their binding affinity value. This is MHC class I binding data. The peptide sequence is NPKLRNCRI. The MHC is HLA-A31:01 with pseudo-sequence HLA-A31:01. The binding affinity (normalized) is 0.0847.